Dataset: Full USPTO retrosynthesis dataset with 1.9M reactions from patents (1976-2016). Task: Predict the reactants needed to synthesize the given product. The reactants are: [B:1]([Cl:4])([Cl:3])[Cl:2].ClCCl.[O:8]1[CH2:13][CH2:12][O:11][CH2:10][CH2:9]1. Given the product [O:8]1[CH2:13][CH2:12][O:11][CH2:10][CH2:9]1.[B:1]([Cl:4])([Cl:3])[Cl:2], predict the reactants needed to synthesize it.